Dataset: Reaction yield outcomes from USPTO patents with 853,638 reactions. Task: Predict the reaction yield, written as a fraction of the theoretical maximum amount of product (1.0 means a 100% yield; for example, 0.34 means a 34% yield). (1) The reactants are Cl[C:2]1[C:7]([O:8][CH2:9][CH3:10])=[C:6]([Cl:11])[N:5]=[C:4]([C:12]2[CH:17]=[CH:16][C:15]([N+:18]([O-:20])=[O:19])=[CH:14][CH:13]=2)[N:3]=1.[NH:21]1[CH2:26][CH2:25][O:24][CH2:23][CH2:22]1.[NH4+].[Cl-]. The catalyst is ClCCl. The product is [Cl:11][C:6]1[N:5]=[C:4]([C:12]2[CH:17]=[CH:16][C:15]([N+:18]([O-:20])=[O:19])=[CH:14][CH:13]=2)[N:3]=[C:2]([N:21]2[CH2:26][CH2:25][O:24][CH2:23][CH2:22]2)[C:7]=1[O:8][CH2:9][CH3:10]. The yield is 0.810. (2) The reactants are [Cl:1][C:2]1[CH:3]=[CH:4][CH:5]=[C:6]2[C:10]=1[N:9]([CH3:11])[CH:8]=[C:7]2[CH2:12][NH:13][CH3:14].[O:15]=[C:16]1[NH:25][C:24]2[N:23]=[CH:22][C:21](/[CH:26]=[CH:27]/[C:28]([OH:30])=O)=[CH:20][C:19]=2[CH2:18][CH2:17]1.C1C=CC2N(O)N=NC=2C=1.O.C(Cl)CCl. The catalyst is CN(C=O)C.CCN(CC)CC. The product is [Cl:1][C:2]1[CH:3]=[CH:4][CH:5]=[C:6]2[C:10]=1[N:9]([CH3:11])[CH:8]=[C:7]2[CH2:12][N:13]([CH3:14])[C:28](=[O:30])/[CH:27]=[CH:26]/[C:21]1[CH:22]=[N:23][C:24]2[NH:25][C:16](=[O:15])[CH2:17][CH2:18][C:19]=2[CH:20]=1. The yield is 0.470. (3) The product is [CH:17]1([CH2:16][NH:15][N:6]2[C:7]3[C:12](=[CH:11][CH:10]=[CH:9][CH:8]=3)[C:13]([OH:14])=[C:4]([C:3]3[NH:23][C:24]4[CH:29]=[CH:28][C:27]([NH:30][S:31]([CH3:34])(=[O:32])=[O:33])=[CH:26][C:25]=4[S:35](=[O:37])(=[O:36])[N:38]=3)[C:5]2=[O:20])[CH2:18][CH2:19]1. The catalyst is O1CCOCC1. The reactants are CS[C:3](SC)=[C:4]1[C:13](=[O:14])[C:12]2[C:7](=[CH:8][CH:9]=[CH:10][CH:11]=2)[N:6]([NH:15][CH2:16][CH:17]2[CH2:19][CH2:18]2)[C:5]1=[O:20].[NH2:23][C:24]1[CH:29]=[CH:28][C:27]([NH:30][S:31]([CH3:34])(=[O:33])=[O:32])=[CH:26][C:25]=1[S:35]([NH2:38])(=[O:37])=[O:36].CO.C(OCC)C. The yield is 0.155.